This data is from Reaction yield outcomes from USPTO patents with 853,638 reactions. The task is: Predict the reaction yield, written as a fraction of the theoretical maximum amount of product (1.0 means a 100% yield; for example, 0.34 means a 34% yield). (1) The reactants are [CH3:1][N:2]1[C:10]2[C:5](=[CH:6][CH:7]=[CH:8][CH:9]=2)[CH:4]=[C:3]1[C:11]([OH:13])=O.[NH2:14][C@H:15]([C:19]([NH:21][CH:22]([CH:31]([OH:34])[CH2:32][F:33])[CH2:23][C:24]([O:26][C:27]([CH3:30])([CH3:29])[CH3:28])=[O:25])=[O:20])[CH:16]([CH3:18])[CH3:17].Cl.CN(C)CCCN=C=NCC. The catalyst is C(Cl)Cl.CN(C)C1C=CN=CC=1. The product is [CH3:1][N:2]1[C:10]2[C:5](=[CH:6][CH:7]=[CH:8][CH:9]=2)[CH:4]=[C:3]1[C:11]([NH:14][C@H:15]([C:19]([NH:21][CH:22]([CH:31]([OH:34])[CH2:32][F:33])[CH2:23][C:24]([O:26][C:27]([CH3:28])([CH3:29])[CH3:30])=[O:25])=[O:20])[CH:16]([CH3:17])[CH3:18])=[O:13]. The yield is 0.650. (2) The reactants are C(OC([NH:8][C@@H:9]([C@@H:35]([OH:46])[C:36]1[CH:41]=[CH:40][C:39]([C:42]([F:45])([F:44])[F:43])=[CH:38][CH:37]=1)[CH2:10][N:11]([C:19]1[S:20][C:21]([C:24]2[CH:25]=[C:26]3[C:31](=[CH:32][CH:33]=2)[CH:30]=[N:29][C:28]([F:34])=[CH:27]3)=[CH:22][N:23]=1)C(=O)OC(C)(C)C)=O)(C)(C)C.[C:47]([OH:53])([C:49]([F:52])([F:51])[F:50])=[O:48]. The catalyst is C(Cl)Cl. The product is [F:50][C:49]([F:52])([F:51])[C:47]([OH:53])=[O:48].[NH2:8][C@H:9]([CH2:10][NH:11][C:19]1[S:20][C:21]([C:24]2[CH:25]=[C:26]3[C:31](=[CH:32][CH:33]=2)[CH:30]=[N:29][C:28]([F:34])=[CH:27]3)=[CH:22][N:23]=1)[C@H:35]([C:36]1[CH:41]=[CH:40][C:39]([C:42]([F:44])([F:45])[F:43])=[CH:38][CH:37]=1)[OH:46]. The yield is 0.820. (3) The reactants are [CH2:1]([S:8][CH:9]([CH2:19][N:20]1[CH2:25][CH2:24][S:23][CH2:22][CH2:21]1)[CH2:10][NH:11]C(=O)OC(C)(C)C)[C:2]1[CH:7]=[CH:6][CH:5]=[CH:4][CH:3]=1.C(OCC)(=O)C.C(OCC)(=O)C.Cl. The catalyst is CO. The product is [CH2:1]([S:8][CH:9]([CH2:19][N:20]1[CH2:21][CH2:22][S:23][CH2:24][CH2:25]1)[CH2:10][NH2:11])[C:2]1[CH:7]=[CH:6][CH:5]=[CH:4][CH:3]=1. The yield is 0.910. (4) The reactants are [Cl-].O[NH3+:3].[C:4](=[O:7])([O-])[OH:5].[Na+].CS(C)=O.[CH3:13][C:14]1([O:52][Si](CC)(CC)CC)[CH2:16][CH:15]1[O:17][C@H:18]1[CH2:23][CH2:22][C@H:21]([N:24]2[C:29](=[O:30])[C:28]([CH2:31][C:32]3[CH:37]=[CH:36][C:35]([C:38]4[C:39]([C:44]#[N:45])=[CH:40][CH:41]=[CH:42][CH:43]=4)=[CH:34][CH:33]=3)=[C:27]([CH2:46][CH2:47][CH3:48])[N:26]3[N:49]=[CH:50][CH:51]=[C:25]23)[CH2:20][CH2:19]1. The catalyst is C(OCC)(=O)C. The product is [OH:52][C@@:14]1([CH3:13])[CH2:16][C@H:15]1[O:17][C@H:18]1[CH2:23][CH2:22][C@H:21]([N:24]2[C:29](=[O:30])[C:28]([CH2:31][C:32]3[CH:37]=[CH:36][C:35]([C:38]4[CH:43]=[CH:42][CH:41]=[CH:40][C:39]=4[C:44]4[NH:45][C:4](=[O:7])[O:5][N:3]=4)=[CH:34][CH:33]=3)=[C:27]([CH2:46][CH2:47][CH3:48])[N:26]3[N:49]=[CH:50][CH:51]=[C:25]23)[CH2:20][CH2:19]1. The yield is 0.280. (5) The reactants are [CH:1]1[CH2:6][CH2:5][CH:4]=[CH:3][CH:2]=1.[C:7]1([S:13](/[CH:16]=[CH:17]/[S:18]([C:21]2[CH:26]=[CH:25][CH:24]=[CH:23][CH:22]=2)(=[O:20])=[O:19])(=[O:15])=[O:14])[CH:12]=[CH:11][CH:10]=[CH:9][CH:8]=1. The catalyst is C1(C)C=CC=CC=1. The product is [C:7]1([S:13]([CH:16]2[CH:17]([S:18]([C:21]3[CH:22]=[CH:23][CH:24]=[CH:25][CH:26]=3)(=[O:20])=[O:19])[CH:3]3[CH2:4][CH2:5][CH:6]2[CH:1]=[CH:2]3)(=[O:14])=[O:15])[CH:8]=[CH:9][CH:10]=[CH:11][CH:12]=1. The yield is 0.900. (6) The reactants are [CH2:1]([NH2:4])[CH2:2][CH3:3].C(N(CC)CC)C.[N+:12]([C:15]1[CH:20]=[CH:19][CH:18]=[CH:17][C:16]=1[S:21](Cl)(=[O:23])=[O:22])([O-:14])=[O:13]. The catalyst is O1CCCC1. The product is [N+:12]([C:15]1[CH:20]=[CH:19][CH:18]=[CH:17][C:16]=1[S:21]([NH:4][CH2:1][CH2:2][CH3:3])(=[O:23])=[O:22])([O-:14])=[O:13]. The yield is 0.939.